Dataset: NCI-60 drug combinations with 297,098 pairs across 59 cell lines. Task: Regression. Given two drug SMILES strings and cell line genomic features, predict the synergy score measuring deviation from expected non-interaction effect. (1) Drug 1: CC1C(C(CC(O1)OC2CC(CC3=C2C(=C4C(=C3O)C(=O)C5=C(C4=O)C(=CC=C5)OC)O)(C(=O)CO)O)N)O.Cl. Drug 2: CN(CC1=CN=C2C(=N1)C(=NC(=N2)N)N)C3=CC=C(C=C3)C(=O)NC(CCC(=O)O)C(=O)O. Cell line: MCF7. Synergy scores: CSS=37.5, Synergy_ZIP=0.973, Synergy_Bliss=3.64, Synergy_Loewe=-3.50, Synergy_HSA=4.39. (2) Drug 1: CC1CCC2CC(C(=CC=CC=CC(CC(C(=O)C(C(C(=CC(C(=O)CC(OC(=O)C3CCCCN3C(=O)C(=O)C1(O2)O)C(C)CC4CCC(C(C4)OC)O)C)C)O)OC)C)C)C)OC. Drug 2: CC1C(C(CC(O1)OC2CC(CC3=C2C(=C4C(=C3O)C(=O)C5=C(C4=O)C(=CC=C5)OC)O)(C(=O)CO)O)N)O.Cl. Cell line: SF-295. Synergy scores: CSS=35.0, Synergy_ZIP=7.97, Synergy_Bliss=8.36, Synergy_Loewe=6.57, Synergy_HSA=8.85. (3) Drug 1: C1=CC(=CC=C1CCCC(=O)O)N(CCCl)CCCl. Drug 2: CNC(=O)C1=NC=CC(=C1)OC2=CC=C(C=C2)NC(=O)NC3=CC(=C(C=C3)Cl)C(F)(F)F. Cell line: SNB-19. Synergy scores: CSS=47.6, Synergy_ZIP=5.89, Synergy_Bliss=6.44, Synergy_Loewe=-9.70, Synergy_HSA=6.48. (4) Drug 1: CC1=CC2C(CCC3(C2CCC3(C(=O)C)OC(=O)C)C)C4(C1=CC(=O)CC4)C. Drug 2: C1C(C(OC1N2C=NC3=C(N=C(N=C32)Cl)N)CO)O. Cell line: LOX IMVI. Synergy scores: CSS=1.79, Synergy_ZIP=-3.56, Synergy_Bliss=-6.41, Synergy_Loewe=-9.44, Synergy_HSA=-5.18. (5) Drug 2: CS(=O)(=O)CCNCC1=CC=C(O1)C2=CC3=C(C=C2)N=CN=C3NC4=CC(=C(C=C4)OCC5=CC(=CC=C5)F)Cl. Drug 1: CC1=C(C=C(C=C1)NC(=O)C2=CC=C(C=C2)CN3CCN(CC3)C)NC4=NC=CC(=N4)C5=CN=CC=C5. Cell line: OVCAR-4. Synergy scores: CSS=-0.143, Synergy_ZIP=-0.472, Synergy_Bliss=-1.23, Synergy_Loewe=-4.00, Synergy_HSA=-4.00. (6) Drug 1: CC1=C2C(C(=O)C3(C(CC4C(C3C(C(C2(C)C)(CC1OC(=O)C(C(C5=CC=CC=C5)NC(=O)OC(C)(C)C)O)O)OC(=O)C6=CC=CC=C6)(CO4)OC(=O)C)OC)C)OC. Drug 2: C1=CN(C=N1)CC(O)(P(=O)(O)O)P(=O)(O)O. Cell line: BT-549. Synergy scores: CSS=31.9, Synergy_ZIP=-2.16, Synergy_Bliss=-7.09, Synergy_Loewe=-38.0, Synergy_HSA=-7.29. (7) Drug 1: CC1=CC2C(CCC3(C2CCC3(C(=O)C)OC(=O)C)C)C4(C1=CC(=O)CC4)C. Synergy scores: CSS=-2.64, Synergy_ZIP=0.713, Synergy_Bliss=-3.01, Synergy_Loewe=-6.07, Synergy_HSA=-5.84. Cell line: M14. Drug 2: C1C(C(OC1N2C=NC3=C2NC=NCC3O)CO)O.